This data is from M1 muscarinic receptor antagonist screen with 61,756 compounds. The task is: Binary Classification. Given a drug SMILES string, predict its activity (active/inactive) in a high-throughput screening assay against a specified biological target. (1) The drug is S(=O)(=O)(N1CCOCC1)c1cc2sc(nc2cc1)NC(=O)CCc1ccccc1. The result is 0 (inactive). (2) The drug is O(c1c(CNC(=O)c2nnn(Cc3ccc(cc3)CC)c2N)cccc1)C. The result is 0 (inactive). (3) The compound is Fc1c(NC(=O)c2cccnc2)ccc(F)c1. The result is 0 (inactive). (4) The drug is O(c1ccc(n2ncc3c(N(C4CCCCC4)C)ncnc23)cc1)C. The result is 0 (inactive). (5) The molecule is S(=O)(=O)(N1CCC(CC1)C(=O)Nc1c(OCC)cccc1)c1cc(OC)c(OC)cc1. The result is 0 (inactive). (6) The drug is O=C(N1C2CC(CC(C2)(C)C)(C1)C)C(N1C(=O)c2c(C1=O)cccc2)C. The result is 0 (inactive). (7) The molecule is O1C2(OCCC1)c1c(N(C2=O)CC(=O)NCc2ccccc2)cccc1. The result is 0 (inactive). (8) The compound is O(C1C2CCN(C1)CC2)C(=O)COc1cc(ccc1)C. The result is 0 (inactive). (9) The compound is Clc1cc(N(CN2CCCC2=O)C(=O)c2c(OCC)cccc2)ccc1. The result is 0 (inactive).